This data is from Full USPTO retrosynthesis dataset with 1.9M reactions from patents (1976-2016). The task is: Predict the reactants needed to synthesize the given product. (1) Given the product [OH:39][C:37]([CH3:40])([CH3:38])[CH2:36][O:35][C@H:32]1[CH2:31][CH2:30][C@H:29]([N:3]2[C:2](=[O:1])[C:7]([CH2:8][C:9]3[CH:14]=[CH:13][C:12]([C:15]4[C:16]([C:21]#[N:22])=[CH:17][CH:18]=[CH:19][CH:20]=4)=[CH:11][CH:10]=3)=[C:6]([CH2:23][CH2:24][CH3:25])[N:5]3[N:26]=[CH:27][N:28]=[C:4]23)[CH2:34][CH2:33]1, predict the reactants needed to synthesize it. The reactants are: [O:1]=[C:2]1[C:7]([CH2:8][C:9]2[CH:14]=[CH:13][C:12]([C:15]3[C:16]([C:21]#[N:22])=[CH:17][CH:18]=[CH:19][CH:20]=3)=[CH:11][CH:10]=2)=[C:6]([CH2:23][CH2:24][CH3:25])[N:5]2[N:26]=[CH:27][N:28]=[C:4]2[N:3]1[C@H:29]1[CH2:34][CH2:33][C@H:32]([O:35][CH2:36][C:37](=[O:39])[CH3:38])[CH2:31][CH2:30]1.[CH3:40][Mg]Br.O1CCCC1. (2) Given the product [ClH:33].[NH:23]1[CH2:22][CH2:21][CH:20]([C:14]2[CH:15]=[CH:16][CH:17]=[C:18]3[C:13]=2[N:12]=[CH:11][C:10]([S:7]([C:2]2[CH:3]=[CH:4][CH:5]=[CH:6][N:1]=2)(=[O:8])=[O:9])=[CH:19]3)[CH2:25][CH2:24]1, predict the reactants needed to synthesize it. The reactants are: [N:1]1[CH:6]=[CH:5][CH:4]=[CH:3][C:2]=1[S:7]([C:10]1[CH:11]=[N:12][C:13]2[C:18]([CH:19]=1)=[CH:17][CH:16]=[CH:15][C:14]=2[CH:20]1[CH2:25][CH2:24][N:23](C(OC(C)(C)C)=O)[CH2:22][CH2:21]1)(=[O:9])=[O:8].[ClH:33].